This data is from Catalyst prediction with 721,799 reactions and 888 catalyst types from USPTO. The task is: Predict which catalyst facilitates the given reaction. (1) Reactant: Cl[CH2:2][C:3]1[CH:12]=[CH:11][C:10]2[C:5](=[CH:6][CH:7]=[CH:8][CH:9]=2)[N:4]=1.[OH:13][C:14]1[CH:22]=[CH:21][C:17]([C:18]([NH2:20])=[O:19])=[CH:16][CH:15]=1.C(=O)([O-])[O-].[Cs+].[Cs+].O. Product: [N:4]1[C:5]2[C:10](=[CH:9][CH:8]=[CH:7][CH:6]=2)[CH:11]=[CH:12][C:3]=1[CH2:2][O:13][C:14]1[CH:22]=[CH:21][C:17]([C:18]([NH2:20])=[O:19])=[CH:16][CH:15]=1. The catalyst class is: 9. (2) Reactant: [OH:1][NH:2][C:3](=[NH:10])[C:4]1[CH:9]=[CH:8][CH:7]=[CH:6][CH:5]=1.[N+:11]([C:14]1[O:18][C:17]([C:19](Cl)=O)=[CH:16][CH:15]=1)([O-:13])=[O:12]. Product: [N+:11]([C:14]1[O:18][C:17]([C:19]2[O:1][N:2]=[C:3]([C:4]3[CH:9]=[CH:8][CH:7]=[CH:6][CH:5]=3)[N:10]=2)=[CH:16][CH:15]=1)([O-:13])=[O:12]. The catalyst class is: 17. (3) Reactant: [F:1][C:2]1[CH:8]=[CH:7][C:5]([NH2:6])=[CH:4][CH:3]=1.[CH:9]1[C:14]([C:15]([CH2:17]Br)=[O:16])=[CH:13][CH:12]=[C:11]([F:19])[CH:10]=1. The catalyst class is: 1. Product: [F:19][C:11]1[CH:12]=[CH:13][C:14]([C:15](=[O:16])[CH2:17][NH:6][C:5]2[CH:7]=[CH:8][C:2]([F:1])=[CH:3][CH:4]=2)=[CH:9][CH:10]=1.